From a dataset of Full USPTO retrosynthesis dataset with 1.9M reactions from patents (1976-2016). Predict the reactants needed to synthesize the given product. Given the product [CH2:1]([S:8][C:9]1[N:10]=[CH:11][C:12]([NH2:16])=[CH:13][C:14]=1[CH3:15])[C:2]1[CH:3]=[CH:4][CH:5]=[CH:6][CH:7]=1, predict the reactants needed to synthesize it. The reactants are: [CH2:1]([S:8][C:9]1[C:14]([CH3:15])=[CH:13][C:12]([N+:16]([O-])=O)=[CH:11][N:10]=1)[C:2]1[CH:7]=[CH:6][CH:5]=[CH:4][CH:3]=1.Cl.